This data is from Catalyst prediction with 721,799 reactions and 888 catalyst types from USPTO. The task is: Predict which catalyst facilitates the given reaction. Reactant: [CH3:1][N:2]([CH2:10][CH2:11][N:12]1[CH2:17][CH2:16][C:15](=[O:18])[CH2:14][CH2:13]1)[C:3](=[O:9])[O:4][C:5]([CH3:8])([CH3:7])[CH3:6].C[Si]([N-][Si](C)(C)C)(C)C.[Li+].C1(N[S:36]([C:39]([F:42])([F:41])[F:40])(=[O:38])=[O:37])C=CC=CC=1. Product: [F:40][C:39]([F:42])([F:41])[S:36]([O:18][C:15]1[CH2:16][CH2:17][N:12]([CH2:11][CH2:10][N:2]([C:3]([O:4][C:5]([CH3:8])([CH3:6])[CH3:7])=[O:9])[CH3:1])[CH2:13][CH:14]=1)(=[O:38])=[O:37]. The catalyst class is: 1.